Dataset: hERG potassium channel inhibition data for cardiac toxicity prediction from Karim et al.. Task: Regression/Classification. Given a drug SMILES string, predict its toxicity properties. Task type varies by dataset: regression for continuous values (e.g., LD50, hERG inhibition percentage) or binary classification for toxic/non-toxic outcomes (e.g., AMES mutagenicity, cardiotoxicity, hepatotoxicity). Dataset: herg_karim. The drug is N#Cc1ccc(S(=O)(=O)NCCN2CC3CN(CCOc4ccc(C#N)cc4F)CC(C2)O3)cc1. The result is 0 (non-blocker).